Dataset: Catalyst prediction with 721,799 reactions and 888 catalyst types from USPTO. Task: Predict which catalyst facilitates the given reaction. (1) Reactant: [O:1]=[C:2]1[CH2:6][O:5][C:4]([NH:7][CH:8]([C:10]2[CH:15]=[CH:14][CH:13]=[CH:12][CH:11]=2)[CH3:9])=[C:3]1[C:16]([O:18][CH2:19][CH3:20])=[O:17].[NH:21]1[C:29]2[C:24](=[CH:25][CH:26]=[CH:27][N:28]=2)[C:23]([CH:30]=O)=[CH:22]1.N1CCC[C@H]1C(O)=O. Product: [NH:21]1[C:29]2=[N:28][CH:27]=[CH:26][CH:25]=[C:24]2[C:23]([CH:30]=[C:6]2[O:5][C:4]([NH:7][CH:8]([C:10]3[CH:11]=[CH:12][CH:13]=[CH:14][CH:15]=3)[CH3:9])=[C:3]([C:16]([O:18][CH2:19][CH3:20])=[O:17])[C:2]2=[O:1])=[CH:22]1. The catalyst class is: 8. (2) The catalyst class is: 29. Reactant: C(OC([NH:11][C:12]([C:15]1[CH:20]=[CH:19][C:18]([C:21]2[C:22]([C:28]([O:30][CH3:31])=[O:29])=[C:23]([F:27])[CH:24]=[CH:25][CH:26]=2)=[CH:17][CH:16]=1)([CH3:14])[CH3:13])=O)C1C=CC=CC=1.[H][H]. Product: [NH2:11][C:12]([C:15]1[CH:20]=[CH:19][C:18]([C:21]2[C:22]([C:28]([O:30][CH3:31])=[O:29])=[C:23]([F:27])[CH:24]=[CH:25][CH:26]=2)=[CH:17][CH:16]=1)([CH3:14])[CH3:13]. (3) Reactant: [F:1][C:2]1[CH:28]=[CH:27][C:5]([CH2:6][NH:7][C:8]([C:10]2[N:11]=[C:12]3[C:18]4([NH:21][CH3:22])[CH2:19][CH2:20][CH:15]([CH2:16][CH2:17]4)[CH2:14][N:13]3[C:23](=[O:26])[C:24]=2[OH:25])=[O:9])=[CH:4][CH:3]=1.C(N(CC)CC)C.[CH3:36][C:37]1[O:41][N:40]=[C:39]([C:42](Cl)=[O:43])[CH:38]=1.CNC. Product: [F:1][C:2]1[CH:3]=[CH:4][C:5]([CH2:6][NH:7][C:8]([C:10]2[N:11]=[C:12]3[C:18]4([N:21]([CH3:22])[C:42]([C:39]5[CH:38]=[C:37]([CH3:36])[O:41][N:40]=5)=[O:43])[CH2:19][CH2:20][CH:15]([CH2:16][CH2:17]4)[CH2:14][N:13]3[C:23](=[O:26])[C:24]=2[OH:25])=[O:9])=[CH:27][CH:28]=1. The catalyst class is: 61. (4) Reactant: [OH:1][C:2]1[CH:3]=[C:4]([CH:33]=[CH:34][C:35]=1[OH:36])[CH2:5][NH:6][C:7]([C:9]1[CH:18]=[CH:17][C:16]2[C:11](=[C:12]([O:26]C(=O)C(C)(C)C)[C:13]([C:19]([O:21]CCCC)=[O:20])=[CH:14][CH:15]=2)[N:10]=1)=[O:8].[OH-].[Na+].S(=O)(=O)(O)O. Product: [OH:1][C:2]1[CH:3]=[C:4]([CH:33]=[CH:34][C:35]=1[OH:36])[CH2:5][NH:6][C:7]([C:9]1[CH:18]=[CH:17][C:16]2[C:11](=[C:12]([OH:26])[C:13]([C:19]([OH:21])=[O:20])=[CH:14][CH:15]=2)[N:10]=1)=[O:8]. The catalyst class is: 5.